Dataset: Reaction yield outcomes from USPTO patents with 853,638 reactions. Task: Predict the reaction yield, written as a fraction of the theoretical maximum amount of product (1.0 means a 100% yield; for example, 0.34 means a 34% yield). (1) The reactants are [O:1]1[C:5]2[CH:6]=[CH:7][C:8]([C:10]#[C:11][CH2:12][OH:13])=[CH:9][C:4]=2[O:3][CH2:2]1. The catalyst is C(Cl)Cl.O=[Mn]=O. The product is [O:1]1[C:5]2[CH:6]=[CH:7][C:8]([C:10]#[C:11][CH:12]=[O:13])=[CH:9][C:4]=2[O:3][CH2:2]1. The yield is 0.510. (2) The reactants are [Cl:1][C:2]1[CH:3]=[CH:4][C:5]2[O:9][C:8]([C:10](N(OC)C)=[O:11])=[C:7]([CH3:16])[C:6]=2[CH:17]=1.[H-].[Al+3].[Li+].[H-].[H-].[H-].O. The catalyst is O1CCCC1. The product is [Cl:1][C:2]1[CH:3]=[CH:4][C:5]2[O:9][C:8]([CH:10]=[O:11])=[C:7]([CH3:16])[C:6]=2[CH:17]=1. The yield is 0.730. (3) The reactants are [NH2:1][CH2:2][CH:3]1[CH2:6][CH:5]([N:7]([CH2:9][C@@H:10]2[C@H:14]3[O:15][C:16]([CH3:19])([CH3:18])[O:17][C@H:13]3[C@H:12]([N:20]3[CH:28]=[N:27][C:26]4[C:21]3=[N:22][CH:23]=[N:24][C:25]=4[NH2:29])[O:11]2)[CH3:8])[CH2:4]1.[C:30]([C:34]1[CH:39]=[CH:38][C:37]([N:40]=[C:41]=[O:42])=[CH:36][CH:35]=1)([CH3:33])([CH3:32])[CH3:31]. The catalyst is C(Cl)Cl. The product is [NH2:29][C:25]1[N:24]=[CH:23][N:22]=[C:21]2[C:26]=1[N:27]=[CH:28][N:20]2[C@H:12]1[C@@H:13]2[O:17][C:16]([CH3:19])([CH3:18])[O:15][C@@H:14]2[C@@H:10]([CH2:9][N:7]([CH3:8])[CH:5]2[CH2:4][CH:3]([CH2:2][NH:1][C:41]([NH:40][C:37]3[CH:38]=[CH:39][C:34]([C:30]([CH3:33])([CH3:32])[CH3:31])=[CH:35][CH:36]=3)=[O:42])[CH2:6]2)[O:11]1. The yield is 0.450. (4) The catalyst is C1C=CC(/C=C/C(/C=C/C2C=CC=CC=2)=O)=CC=1.C1C=CC(/C=C/C(/C=C/C2C=CC=CC=2)=O)=CC=1.C1C=CC(/C=C/C(/C=C/C2C=CC=CC=2)=O)=CC=1.[Pd].[Pd].O1CCOCC1. The reactants are Br[C:2]1[CH:3]=[CH:4][CH:5]=[C:6]2[C:11]=1[N:10]=[C:9]([C:12]([F:21])([F:20])[C:13]1[CH:18]=[CH:17][C:16]([F:19])=[CH:15][N:14]=1)[N:8]=[C:7]2[S:22][CH3:23].C1(P(C2C=CC=CC=2)C2C3OC4C(=CC=CC=4P(C4C=CC=CC=4)C4C=CC=CC=4)C(C)(C)C=3C=CC=2)C=CC=CC=1.[CH:66]([NH2:68])=[O:67].C([O-])([O-])=O.[Cs+].[Cs+]. The yield is 0.740. The product is [F:20][C:12]([F:21])([C:13]1[CH:18]=[CH:17][C:16]([F:19])=[CH:15][N:14]=1)[C:9]1[N:8]=[C:7]([S:22][CH3:23])[C:6]2[C:11](=[C:2]([NH:68][CH:66]=[O:67])[CH:3]=[CH:4][CH:5]=2)[N:10]=1. (5) The reactants are [H-].[Na+:2].C[O:4][C:5]([C:7]1[S:8][C:9]([C:29]#[C:30][C:31]([CH3:34])([CH3:33])[CH3:32])=[CH:10][C:11]=1[N:12]([CH:22]1[CH2:27][CH2:26][CH:25]([OH:28])[CH2:24][CH2:23]1)[C:13]([CH:15]1[CH2:20][CH2:19][CH:18]([CH3:21])[CH2:17][CH2:16]1)=[O:14])=[O:6].Cl[C:36]1[CH:37]=[CH:38][C:39]2[N:40]([CH:42]=[CH:43][N:44]=2)[N:41]=1.[OH-].[Na+]. The catalyst is C1COCC1. The product is [CH3:33][C:31]([CH3:34])([CH3:32])[C:30]#[C:29][C:9]1[S:8][C:7]([C:5]([O-:4])=[O:6])=[C:11]([N:12]([CH:22]2[CH2:27][CH2:26][CH:25]([O:28][C:36]3[CH:37]=[CH:38][C:39]4[N:40]([CH:42]=[CH:43][N:44]=4)[N:41]=3)[CH2:24][CH2:23]2)[C:13]([CH:15]2[CH2:20][CH2:19][CH:18]([CH3:21])[CH2:17][CH2:16]2)=[O:14])[CH:10]=1.[Na+:2]. The yield is 0.140. (6) The reactants are [C:1]([O:5][C:6](=[O:37])[NH:7][C:8]1[CH:13]=[CH:12][CH:11]=[C:10]([C:14]2[CH:19]=[CH:18][C:17]([S:20]([N:23]3[CH2:27][CH2:26][CH2:25][CH:24]3[C:28](C)(C)[O:29][SiH2]C(C)(C)C)(=[O:22])=[O:21])=[CH:16][CH:15]=2)[N:9]=1)([CH3:4])([CH3:3])[CH3:2].CCCC[N+](CCCC)(CCCC)CCCC.[F-]. The catalyst is C(Cl)Cl. The product is [C:1]([O:5][C:6](=[O:37])[NH:7][C:8]1[CH:13]=[CH:12][CH:11]=[C:10]([C:14]2[CH:19]=[CH:18][C:17]([S:20]([N:23]3[CH2:27][CH2:26][CH2:25][CH:24]3[CH2:28][OH:29])(=[O:22])=[O:21])=[CH:16][CH:15]=2)[N:9]=1)([CH3:4])([CH3:2])[CH3:3]. The yield is 0.860. (7) The reactants are [CH3:1][O:2][C:3](=[O:47])[NH:4][CH:5]([C:9]([N:11]1[CH2:15][CH2:14][CH2:13][CH:12]1[C:16]1[NH:17][C:18]([C:21]2[CH:30]=[CH:29][C:28]3[C:23](=[CH:24][CH:25]=[C:26]([C:31]4[CH:36]=[CH:35][C:34]([C:37]5[NH:38][C:39]([CH:42]6[CH2:46][CH2:45][CH2:44][NH:43]6)=[N:40][CH:41]=5)=[CH:33][CH:32]=4)[CH:27]=3)[CH:22]=2)=[CH:19][N:20]=1)=[O:10])[CH:6]([CH3:8])[CH3:7].[CH3:48][O:49][C:50]([NH:52][C@@H:53]([C:57]1[CH:62]=[CH:61][CH:60]=[CH:59][C:58]=1[O:63][CH3:64])[C:54](O)=[O:55])=[O:51].[O-]P([O-])([O-])=O.[K+].[K+].[K+].CCOC(C(C#N)=NOC(N1CCOCC1)=[N+](C)C)=O.F[P-](F)(F)(F)(F)F. The catalyst is C(Cl)Cl. The product is [CH3:1][O:2][C:3](=[O:47])[NH:4][CH:5]([C:9]([N:11]1[CH2:15][CH2:14][CH2:13][CH:12]1[C:16]1[NH:17][C:18]([C:21]2[CH:30]=[CH:29][C:28]3[C:23](=[CH:24][CH:25]=[C:26]([C:31]4[CH:36]=[CH:35][C:34]([C:37]5[NH:38][C:39]([CH:42]6[CH2:46][CH2:45][CH2:44][N:43]6[C:54](=[O:55])[CH:53]([NH:52][C:50]([O:49][CH3:48])=[O:51])[C:57]6[CH:62]=[CH:61][CH:60]=[CH:59][C:58]=6[O:63][CH3:64])=[N:40][CH:41]=5)=[CH:33][CH:32]=4)[CH:27]=3)[CH:22]=2)=[CH:19][N:20]=1)=[O:10])[CH:6]([CH3:8])[CH3:7]. The yield is 0.500.